From a dataset of Peptide-MHC class I binding affinity with 185,985 pairs from IEDB/IMGT. Regression. Given a peptide amino acid sequence and an MHC pseudo amino acid sequence, predict their binding affinity value. This is MHC class I binding data. (1) The peptide sequence is AISDYDYYRY. The MHC is HLA-A24:02 with pseudo-sequence HLA-A24:02. The binding affinity (normalized) is 0.00467. (2) The peptide sequence is RRRTPKKAKA. The MHC is Mamu-B03 with pseudo-sequence Mamu-B03. The binding affinity (normalized) is 0.537. (3) The peptide sequence is QLTPHTKAV. The MHC is HLA-B45:01 with pseudo-sequence HLA-B45:01. The binding affinity (normalized) is 0. (4) The peptide sequence is RRLTARGLIKM. The MHC is Mamu-A02 with pseudo-sequence Mamu-A02. The binding affinity (normalized) is 0.510. (5) The peptide sequence is FRYKSRCYV. The MHC is HLA-B57:01 with pseudo-sequence HLA-B57:01. The binding affinity (normalized) is 0.0847. (6) The MHC is HLA-A69:01 with pseudo-sequence HLA-A69:01. The peptide sequence is SVKEKDMTK. The binding affinity (normalized) is 0.0847.